This data is from Forward reaction prediction with 1.9M reactions from USPTO patents (1976-2016). The task is: Predict the product of the given reaction. (1) Given the reactants [CH3:1][C@H:2]([NH2:9])[C:3]1[CH:8]=[CH:7][CH:6]=[CH:5][CH:4]=1.CC([O-])(C)C.[Na+].Cl[C:17]1[CH:22]=[C:21]([C:23]#[N:24])[CH:20]=[CH:19][N:18]=1.CC(O)=O, predict the reaction product. The product is: [C:3]1([C@@H:2]([NH:9][C:17]2[CH:22]=[C:21]([CH:20]=[CH:19][N:18]=2)[C:23]#[N:24])[CH3:1])[CH:8]=[CH:7][CH:6]=[CH:5][CH:4]=1. (2) Given the reactants NC1C=CNN=1.O/[CH:8]=[C:9]1\[C:10](=[O:18])[NH:11][C:12]2[C:17]\1=[CH:16][CH:15]=[CH:14][CH:13]=2.[CH3:19][C:20]1[NH:24][N:23]=[C:22]([NH2:25])[CH:21]=1, predict the reaction product. The product is: [CH3:19][C:20]1[NH:24][N:23]=[C:22]([NH:25][CH:8]=[C:9]2[C:17]3[C:12](=[CH:13][CH:14]=[CH:15][CH:16]=3)[NH:11][C:10]2=[O:18])[CH:21]=1. (3) Given the reactants [N:1]([C@@H:4]1[CH2:8][N:7]([C@H:9]([C:14]2[CH:15]=[N:16][C:17]([Cl:20])=[CH:18][CH:19]=2)[C:10]([F:13])([F:12])[F:11])[CH2:6][C@@H:5]1O)=[N+:2]=[N-:3].C(N(S(F)(F)[F:28])CC)C, predict the reaction product. The product is: [N:1]([C@H:4]1[CH:5]([F:28])[CH2:6][N:7]([C@H:9]([C:14]2[CH:19]=[CH:18][C:17]([Cl:20])=[N:16][CH:15]=2)[C:10]([F:13])([F:12])[F:11])[CH2:8]1)=[N+:2]=[N-:3].